From a dataset of Full USPTO retrosynthesis dataset with 1.9M reactions from patents (1976-2016). Predict the reactants needed to synthesize the given product. (1) Given the product [CH:35]1([C:9]2[C:10]([C@H:13]3[CH2:17][N:16]([C:18]([O:20][C:21]([CH3:24])([CH3:23])[CH3:22])=[O:19])[CH2:15][C@@H:14]3[C:25]([O:27][C:28]([CH3:31])([CH3:30])[CH3:29])=[O:26])=[N:11][O:12][C:8]=2[CH:6]2[CH2:7][CH:4]([CH2:3][C:2]([CH3:34])([CH3:33])[CH3:1])[CH2:5]2)[CH2:37][CH2:36]1, predict the reactants needed to synthesize it. The reactants are: [CH3:1][C:2]([CH3:34])([CH3:33])[CH2:3][CH:4]1[CH2:7][CH:6]([C:8]2[O:12][N:11]=[C:10]([C@H:13]3[CH2:17][N:16]([C:18]([O:20][C:21]([CH3:24])([CH3:23])[CH3:22])=[O:19])[CH2:15][C@@H:14]3[C:25]([O:27][C:28]([CH3:31])([CH3:30])[CH3:29])=[O:26])[C:9]=2I)[CH2:5]1.[CH:35]1(B2OC(C)(C)C(C)(C)O2)[CH2:37][CH2:36]1.P([O-])([O-])([O-])=O.[K+].[K+].[K+]. (2) Given the product [F:28][C:26]1[CH:25]=[CH:24][C:23]([N+:29]([O-:31])=[O:30])=[C:22]([NH:1][CH:2]2[CH2:7][CH2:6][N:5]([C:8]3([CH3:20])[CH2:12][CH2:11][N:10]([C:13]([O:15][C:16]([CH3:19])([CH3:18])[CH3:17])=[O:14])[CH2:9]3)[CH2:4][CH2:3]2)[CH:27]=1, predict the reactants needed to synthesize it. The reactants are: [NH2:1][CH:2]1[CH2:7][CH2:6][N:5]([C:8]2([CH3:20])[CH2:12][CH2:11][N:10]([C:13]([O:15][C:16]([CH3:19])([CH3:18])[CH3:17])=[O:14])[CH2:9]2)[CH2:4][CH2:3]1.F[C:22]1[CH:27]=[C:26]([F:28])[CH:25]=[CH:24][C:23]=1[N+:29]([O-:31])=[O:30].C(=O)([O-])[O-].[Na+].[Na+]. (3) Given the product [CH2:26]([C:24]1[N:23]([CH3:28])[C:22]2[CH:29]=[C:18]([N:11]3[CH:12]=[CH:13][C:8]([O:7][CH2:6][C:5]4[CH:15]=[CH:16][C:2]([F:1])=[CH:3][CH:4]=4)=[CH:9][C:10]3=[O:14])[CH:19]=[CH:20][C:21]=2[N:25]=1)[CH3:27], predict the reactants needed to synthesize it. The reactants are: [F:1][C:2]1[CH:16]=[CH:15][C:5]([CH2:6][O:7][C:8]2[CH:13]=[CH:12][NH:11][C:10](=[O:14])[CH:9]=2)=[CH:4][CH:3]=1.Br[C:18]1[CH:19]=[CH:20][C:21]2[N:25]=[C:24]([CH2:26][CH3:27])[N:23]([CH3:28])[C:22]=2[CH:29]=1.C(=O)([O-])[O-].[K+].[K+].CNCCNC.N. (4) Given the product [C:1]([C:3]1[CH:8]=[CH:7][C:6]([S:9]([C:11]2[CH:12]=[C:13]([C:29]([NH:59][CH2:58][CH2:56][OH:57])=[O:31])[C:14](=[O:28])[N:15]([C:18]3[CH:23]=[CH:22][CH:21]=[C:20]([C:24]([F:25])([F:26])[F:27])[CH:19]=3)[C:16]=2[CH3:17])=[O:10])=[CH:5][CH:4]=1)#[N:2], predict the reactants needed to synthesize it. The reactants are: [C:1]([C:3]1[CH:8]=[CH:7][C:6]([S:9]([C:11]2[CH:12]=[C:13]([C:29]([OH:31])=O)[C:14](=[O:28])[N:15]([C:18]3[CH:23]=[CH:22][CH:21]=[C:20]([C:24]([F:27])([F:26])[F:25])[CH:19]=3)[C:16]=2[CH3:17])=[O:10])=[CH:5][CH:4]=1)#[N:2].CN(C(ON1N=NC2C=CC=NC1=2)=[N+](C)C)C.F[P-](F)(F)(F)(F)F.[CH2:56]([CH2:58][NH2:59])[OH:57].CCN(C(C)C)C(C)C. (5) Given the product [CH:13]1([O:1][N:2]2[C:7]([CH3:8])([CH3:9])[CH2:6][CH:5]([OH:10])[CH2:4][C:3]2([CH3:12])[CH3:11])[CH2:20][CH2:19][CH2:18][CH2:17][CH2:16][CH2:15][CH2:14]1, predict the reactants needed to synthesize it. The reactants are: [OH:1][N:2]1[C:7]([CH3:9])([CH3:8])[CH2:6][CH:5]([OH:10])[CH2:4][C:3]1([CH3:12])[CH3:11].[CH2:13]1[CH2:20][CH2:19][CH2:18][CH2:17][CH2:16][CH2:15][CH2:14]1.